From a dataset of Reaction yield outcomes from USPTO patents with 853,638 reactions. Predict the reaction yield, written as a fraction of the theoretical maximum amount of product (1.0 means a 100% yield; for example, 0.34 means a 34% yield). (1) The reactants are [C:1]1([CH2:7][CH2:8][CH:9]([OH:13])[CH2:10][CH:11]=[CH2:12])[CH:6]=[CH:5][CH:4]=[CH:3][CH:2]=1.[CH2:14]([Si:17]([CH:24]([CH3:26])[CH3:25])([CH:21]([CH3:23])[CH3:22])[CH:18]([CH3:20])[CH3:19])C=C.CCCCCC.CCOCC. The catalyst is C(Cl)Cl.CC1C=C(C)C(N2C(=[Ru](Cl)(Cl)=CC3C=CC=CC=3OC(C)C)N(C3C(C)=CC(C)=CC=3C)CC2)=C(C)C=1. The product is [C:1]1([CH2:7][CH2:8][CH:9]([OH:13])[CH2:10][CH:11]=[CH:12][CH2:14][Si:17]([CH:18]([CH3:20])[CH3:19])([CH:24]([CH3:26])[CH3:25])[CH:21]([CH3:23])[CH3:22])[CH:6]=[CH:5][CH:4]=[CH:3][CH:2]=1. The yield is 0.610. (2) The product is [C:31]1([CH:2]([O:1][C:37](=[O:39])[CH3:38])[CH2:3][NH:4][C:5]([C:7]2[N:8]=[N:9][C:10]([N:13]3[CH2:18][CH2:17][N:16]([C:19](=[O:30])[C:20]4[CH:25]=[CH:24][CH:23]=[CH:22][C:21]=4[C:26]([F:28])([F:29])[F:27])[CH2:15][CH2:14]3)=[CH:11][CH:12]=2)=[O:6])[CH:32]=[CH:33][CH:34]=[CH:35][CH:36]=1. The catalyst is C(Cl)(Cl)Cl.C(N(CC)CC)C.CN(C)C1C=CN=CC=1.C(OCC)(=O)C. The reactants are [OH:1][CH:2]([C:31]1[CH:36]=[CH:35][CH:34]=[CH:33][CH:32]=1)[CH2:3][NH:4][C:5]([C:7]1[N:8]=[N:9][C:10]([N:13]2[CH2:18][CH2:17][N:16]([C:19](=[O:30])[C:20]3[CH:25]=[CH:24][CH:23]=[CH:22][C:21]=3[C:26]([F:29])([F:28])[F:27])[CH2:15][CH2:14]2)=[CH:11][CH:12]=1)=[O:6].[C:37](OC(=O)C)(=[O:39])[CH3:38]. The yield is 0.915. (3) The reactants are C(N1C=CN=C1)(N1C=CN=C1)=O.[CH2:13]([O:15][CH:16]([C:28]([O:30][CH2:31][CH3:32])=[O:29])[C:17]1[C:25]([F:26])=[CH:24][C:20]([C:21]([OH:23])=O)=[CH:19][C:18]=1[F:27])[CH3:14].[CH2:33]([NH2:37])[CH:34]([CH3:36])[CH3:35].CCOC(C)=O. The catalyst is C1COCC1. The product is [CH2:31]([O:30][C:28](=[O:29])[CH:16]([C:17]1[C:18]([F:27])=[CH:19][C:20]([C:21](=[O:23])[NH:37][CH2:33][CH:34]([CH3:36])[CH3:35])=[CH:24][C:25]=1[F:26])[O:15][CH2:13][CH3:14])[CH3:32]. The yield is 0.670.